This data is from Full USPTO retrosynthesis dataset with 1.9M reactions from patents (1976-2016). The task is: Predict the reactants needed to synthesize the given product. Given the product [C:9]([CH:11]1[CH2:12][N:13]([C:15](=[O:50])[C@H:16]([NH:20][C:21]([C:23]2[C:31]3[C:26](=[N:27][CH:28]=[C:29]([C:32]4[S:40][C:39]5[C:34](=[N:35][CH:36]=[CH:37][C:38]=5[O:6][CH2:5][C:4]([F:8])([F:7])[F:3])[CH:33]=4)[N:30]=3)[N:25]([CH2:42][O:43][CH2:44][CH2:45][Si:46]([CH3:48])([CH3:47])[CH3:49])[CH:24]=2)=[O:22])[CH:17]2[CH2:19][CH2:18]2)[CH2:14]1)#[N:10], predict the reactants needed to synthesize it. The reactants are: [H-].[Na+].[F:3][C:4]([F:8])([F:7])[CH2:5][OH:6].[C:9]([CH:11]1[CH2:14][N:13]([C:15](=[O:50])[C@H:16]([NH:20][C:21]([C:23]2[C:31]3[C:26](=[N:27][CH:28]=[C:29]([C:32]4[S:40][C:39]5[C:34](=[N:35][CH:36]=[CH:37][C:38]=5Cl)[CH:33]=4)[N:30]=3)[N:25]([CH2:42][O:43][CH2:44][CH2:45][Si:46]([CH3:49])([CH3:48])[CH3:47])[CH:24]=2)=[O:22])[CH:17]2[CH2:19][CH2:18]2)[CH2:12]1)#[N:10].CCOC(C)=O.